From a dataset of Reaction yield outcomes from USPTO patents with 853,638 reactions. Predict the reaction yield, written as a fraction of the theoretical maximum amount of product (1.0 means a 100% yield; for example, 0.34 means a 34% yield). (1) The reactants are [Cl:1][C:2]1[CH:10]=[CH:9][CH:8]=[C:7]2[C:3]=1[CH:4]([C:22]1[C:27]([OH:28])=[CH:26][CH:25]=[C:24]([O:29][CH3:30])[N:23]=1)[C:5](=[O:21])[N:6]2[CH2:11][C:12]1[O:13][C:14]([C:17]([F:20])([F:19])[F:18])=[CH:15][CH:16]=1.[CH2:31]=[O:32].[OH-].[Na+]. The catalyst is O.O1CCCC1.O. The product is [Cl:1][C:2]1[CH:10]=[CH:9][CH:8]=[C:7]2[C:3]=1[C:4]([C:22]1[C:27]([OH:28])=[CH:26][CH:25]=[C:24]([O:29][CH3:30])[N:23]=1)([CH2:31][OH:32])[C:5](=[O:21])[N:6]2[CH2:11][C:12]1[O:13][C:14]([C:17]([F:19])([F:20])[F:18])=[CH:15][CH:16]=1. The yield is 0.940. (2) The catalyst is CCOCC.C1COCC1. The yield is 0.440. The product is [Cl:16][C:17]1[C:22]([Cl:23])=[C:21]([I:24])[CH:20]=[CH:19][N:18]=1. The reactants are C([Li])CCC.CC1(C)CCCC(C)(C)N1.[Cl:16][C:17]1[C:22]([Cl:23])=[CH:21][CH:20]=[CH:19][N:18]=1.[I:24]I.